From a dataset of Catalyst prediction with 721,799 reactions and 888 catalyst types from USPTO. Predict which catalyst facilitates the given reaction. (1) Reactant: [NH2:1][C:2]([NH:4][C:5]1[S:6][C:7]([N:26]2[CH2:31][CH2:30][CH2:29][CH2:28][CH2:27]2)=[CH:8][C:9]=1[C:10]([NH:12][C@H:13]1[CH2:18][CH2:17][CH2:16][N:15](C(OC(C)(C)C)=O)[CH2:14]1)=[O:11])=[O:3].Cl. Product: [NH:15]1[CH2:16][CH2:17][CH2:18][C@H:13]([NH:12][C:10]([C:9]2[CH:8]=[C:7]([N:26]3[CH2:27][CH2:28][CH2:29][CH2:30][CH2:31]3)[S:6][C:5]=2[NH:4][C:2]([NH2:1])=[O:3])=[O:11])[CH2:14]1. The catalyst class is: 71. (2) Reactant: [C:1]1([C:7]([N:9]2[CH2:13][CH2:12][C@H:11]([NH:14][CH:15]3[CH2:18][N:17]([C:19]([C:21]4[CH:26]=[CH:25][C:24]([C:27]5[CH:32]=[CH:31][CH:30]=[C:29]([C:33]([F:36])([F:35])[F:34])[CH:28]=5)=[CH:23][CH:22]=4)=[O:20])[CH2:16]3)[CH2:10]2)=[O:8])[CH:6]=[CH:5][CH:4]=[CH:3][CH:2]=1.C1C=C(Cl)C=C(C(OO)=[O:45])C=1. Product: [OH:45][N:14]([CH:15]1[CH2:16][N:17]([C:19]([C:21]2[CH:26]=[CH:25][C:24]([C:27]3[CH:32]=[CH:31][CH:30]=[C:29]([C:33]([F:36])([F:35])[F:34])[CH:28]=3)=[CH:23][CH:22]=2)=[O:20])[CH2:18]1)[C@H:11]1[CH2:12][CH2:13][N:9]([C:7]([C:1]2[CH:2]=[CH:3][CH:4]=[CH:5][CH:6]=2)=[O:8])[CH2:10]1. The catalyst class is: 34. (3) Reactant: [CH3:1][O:2][C:3]1[CH:4]=[C:5]([NH:13][C:14](=[O:22])OC2C=CC=CC=2)[CH:6]=[CH:7][C:8]=1[C:9]([F:12])([F:11])[F:10].[CH3:23][O:24][C:25]1[CH:26]=[C:27]2[C:32](=[CH:33][C:34]=1[O:35][CH2:36][CH2:37][O:38][CH3:39])[N:31]=[CH:30][N:29]=[C:28]2[S:40][C:41]1[CH:42]=[C:43]([CH:45]=[CH:46][CH:47]=1)[NH2:44].C(N(C(C)C)CC)(C)C. Product: [CH3:1][O:2][C:3]1[CH:4]=[C:5]([NH:13][C:14]([NH:44][C:43]2[CH:45]=[CH:46][CH:47]=[C:41]([S:40][C:28]3[C:27]4[C:32](=[CH:33][C:34]([O:35][CH2:36][CH2:37][O:38][CH3:39])=[C:25]([O:24][CH3:23])[CH:26]=4)[N:31]=[CH:30][N:29]=3)[CH:42]=2)=[O:22])[CH:6]=[CH:7][C:8]=1[C:9]([F:10])([F:11])[F:12]. The catalyst class is: 142. (4) Reactant: [NH2:1][CH2:2][CH2:3][C:4]1[N:8]=[CH:7][NH:6][CH:5]=1.[CH:9]1[N:14]=[C:13](Cl)[C:12]2[N:16]=[CH:17][N:18]([C@@H:19]3[O:23][C@H:22]([CH2:24][OH:25])[C@@H:21]([OH:26])[C@H:20]3[OH:27])[C:11]=2[N:10]=1.C(N(CC)CC)C. Product: [NH:6]1[CH:5]=[C:4]([CH2:3][CH2:2][NH:1][C:13]2[C:12]3[N:16]=[CH:17][N:18]([C:11]=3[N:10]=[CH:9][N:14]=2)[C@@H:19]2[O:23][C@H:22]([CH2:24][OH:25])[C@@H:21]([OH:26])[C@H:20]2[OH:27])[N:8]=[CH:7]1. The catalyst class is: 259. (5) Reactant: C1(C)C=CC(S(CC[O:12][C:13](=[O:52])[CH:14]([O:17][C:18]2[CH:23]=[CH:22][C:21]([S:24]([N:27]3[C:31]4[CH:32]=[CH:33][CH:34]=[CH:35][C:30]=4[N:29]=[C:28]3[S:36]([CH2:38][C:39]3[C:44]([CH3:45])=[C:43]([O:46][CH2:47][C:48]([F:51])([F:50])[F:49])[CH:42]=[CH:41][N:40]=3)=[O:37])(=[O:26])=[O:25])=[CH:20][CH:19]=2)[CH2:15][CH3:16])(=O)=O)=CC=1.C([O-])(O)=O.[Na+:58]. Product: [Na+:58].[CH3:45][C:44]1[C:39]([CH2:38][S:36]([C:28]2[N:27]([S:24]([C:21]3[CH:22]=[CH:23][C:18]([O:17][CH:14]([CH2:15][CH3:16])[C:13]([O-:52])=[O:12])=[CH:19][CH:20]=3)(=[O:25])=[O:26])[C:31]3[CH:32]=[CH:33][CH:34]=[CH:35][C:30]=3[N:29]=2)=[O:37])=[N:40][CH:41]=[CH:42][C:43]=1[O:46][CH2:47][C:48]([F:50])([F:49])[F:51]. The catalyst class is: 144. (6) Reactant: Cl.[Cl:2][C:3]1[CH:4]=[C:5](/[CH:19]=[CH:20]/[C:21]([NH:23][O:24]C2CCCCO2)=[O:22])[CH:6]=[N:7][C:8]=1[NH:9][CH2:10][CH2:11][O:12][C:13]1[CH:18]=[CH:17][CH:16]=[CH:15][CH:14]=1.CCOC(C)=O. Product: [ClH:2].[Cl:2][C:3]1[CH:4]=[C:5](/[CH:19]=[CH:20]/[C:21]([NH:23][OH:24])=[O:22])[CH:6]=[N:7][C:8]=1[NH:9][CH2:10][CH2:11][O:12][C:13]1[CH:18]=[CH:17][CH:16]=[CH:15][CH:14]=1. The catalyst class is: 14. (7) Reactant: [Cl:1][C:2]1[CH:3]=[C:4]([O:13][CH2:14][C:15]([O:17][CH2:18][CH3:19])=[O:16])[C:5]([C:8](OCC)=[O:9])=[N:6][CH:7]=1.[O-]CC.[Na+].C(OCC)(=O)C.C(O)(=O)C. Product: [Cl:1][C:2]1[CH:3]=[C:4]2[O:13][C:14]([C:15]([O:17][CH2:18][CH3:19])=[O:16])=[C:8]([OH:9])[C:5]2=[N:6][CH:7]=1. The catalyst class is: 11. (8) Reactant: O=C1C2C(=CC=CC=2)C(=O)[N:3]1[C@H:12]1[CH2:17][CH2:16][CH2:15][CH2:14][C@H:13]1[NH:18][C:19](=[O:25])[O:20][C:21]([CH3:24])([CH3:23])[CH3:22].O.NN.[C:29]([OH:36])(=[O:35])/[CH:30]=[CH:31]\[C:32]([OH:34])=[O:33]. Product: [C:29]([OH:36])(=[O:35])/[CH:30]=[CH:31]\[C:32]([OH:34])=[O:33].[NH2:3][C@H:12]1[CH2:17][CH2:16][CH2:15][CH2:14][C@H:13]1[NH:18][C:19](=[O:25])[O:20][C:21]([CH3:23])([CH3:22])[CH3:24]. The catalyst class is: 11. (9) Reactant: [CH3:1][O:2][C:3]1[C:11]2[O:10][C:9]([CH2:12][CH2:13][NH2:14])=[CH:8][C:7]=2[CH:6]=[CH:5][CH:4]=1.C(N(CC)CC)C.Cl[C:23]([O:25][CH2:26][CH3:27])=[O:24]. Product: [CH3:1][O:2][C:3]1[C:11]2[O:10][C:9]([CH2:12][CH2:13][NH:14][C:23](=[O:24])[O:25][CH2:26][CH3:27])=[CH:8][C:7]=2[CH:6]=[CH:5][CH:4]=1. The catalyst class is: 1. (10) The catalyst class is: 237. Product: [CH3:14][O:13][C:11](=[O:12])[C:10]1[CH:16]=[CH:17][C:7]([NH:6][C:4](=[O:5])[CH2:3][N:2]=[CH:32][C:29]2([CH2:28][F:27])[CH2:31][CH2:30]2)=[C:8]([O:18][CH3:19])[CH:9]=1. Reactant: Cl.[NH2:2][CH2:3][C:4]([NH:6][C:7]1[CH:17]=[CH:16][C:10]([C:11]([O:13][CH2:14]C)=[O:12])=[CH:9][C:8]=1[O:18][CH3:19])=[O:5].C(N(CC)CC)C.[F:27][CH2:28][C:29]1([CH2:32]C=O)[CH2:31][CH2:30]1.